From a dataset of Reaction yield outcomes from USPTO patents with 853,638 reactions. Predict the reaction yield, written as a fraction of the theoretical maximum amount of product (1.0 means a 100% yield; for example, 0.34 means a 34% yield). (1) The reactants are Br[C:2]1[CH:7]=[CH:6][N:5]=[CH:4][CH:3]=1.[C:8]1([C@H:14]2[CH2:19][CH2:18][CH2:17][CH2:16][C@H:15]2[N:20]2[CH2:25][CH2:24][CH:23]([NH2:26])[CH2:22][CH2:21]2)[CH:13]=[CH:12][CH:11]=[CH:10][CH:9]=1.CC(C)([O-])C.[Na+].Cl.BrC1C=CN=CC=1. The catalyst is C1(C)C=CC=CC=1.C(OCC)(=O)C.C(OCC)C.C([O-])(=O)C.[Pd+2].C([O-])(=O)C.C1(P(C2C=CC=CC=2)C2C=CC3C(=CC=CC=3)C=2C2C3C(=CC=CC=3)C=CC=2P(C2C=CC=CC=2)C2C=CC=CC=2)C=CC=CC=1. The product is [C:8]1([C@H:14]2[CH2:19][CH2:18][CH2:17][CH2:16][C@H:15]2[N:20]2[CH2:25][CH2:24][CH:23]([NH:26][C:2]3[CH:7]=[CH:6][N:5]=[CH:4][CH:3]=3)[CH2:22][CH2:21]2)[CH:9]=[CH:10][CH:11]=[CH:12][CH:13]=1. The yield is 0.470. (2) The reactants are Cl[C:2]1[CH:10]=[CH:9][C:5]([C:6]([OH:8])=[O:7])=[CH:4][N:3]=1.O.[NH2:12][NH2:13]. The catalyst is O1CCOCC1. The product is [NH:12]([C:2]1[CH:10]=[CH:9][C:5]([C:6]([OH:8])=[O:7])=[CH:4][N:3]=1)[NH2:13]. The yield is 0.577. (3) The reactants are [C:1]1([C:7]#[CH:8])[CH:6]=[CH:5][CH:4]=[CH:3][CH:2]=1.[Br:9][C:10]1[CH:11]=[CH:12][C:13]([O:18][CH:19]([CH3:21])[CH3:20])=[C:14]([CH:17]=1)[CH:15]=[O:16]. The catalyst is C1COCC1.O1CCOCC1.O=[Mn]=O. The product is [Br:9][C:10]1[CH:11]=[CH:12][C:13]([O:18][CH:19]([CH3:21])[CH3:20])=[C:14]([C:15](=[O:16])[C:8]#[C:7][C:1]2[CH:6]=[CH:5][CH:4]=[CH:3][CH:2]=2)[CH:17]=1. The yield is 0.765. (4) The product is [C:9]1([C@@H:4]2[C@H:3]([CH3:2])[CH2:8][CH2:7][N:6]([C:27]([N:21]3[CH2:26][CH2:25][CH2:24][CH2:23][CH2:22]3)=[O:28])[CH2:5]2)[N:13]2[C:14]3[CH:20]=[CH:19][NH:18][C:15]=3[N:16]=[CH:17][C:12]2=[CH:11][N:10]=1. The reactants are Cl.[CH3:2][C@@H:3]1[CH2:8][CH2:7][NH:6][CH2:5][C@@H:4]1[C:9]1[N:13]2[C:14]3[CH:20]=[CH:19][NH:18][C:15]=3[N:16]=[CH:17][C:12]2=[CH:11][N:10]=1.[N:21]1([C:27](Cl)=[O:28])[CH2:26][CH2:25][CH2:24][CH2:23][CH2:22]1. The catalyst is C1COCC1.C(Cl)Cl. The yield is 0.0800. (5) The product is [F:24][C:21]1[CH:20]=[CH:19][C:18]([C:15]2[NH:16][CH:17]=[C:13]([C:10]3[CH2:11][CH2:12][NH:7][CH2:8][CH:9]=3)[C:14]=2[C:25]2[CH:30]=[CH:29][N:28]=[C:27]([NH:31][C@H:32]([C:34]3[CH:39]=[CH:38][CH:37]=[CH:36][CH:35]=3)[CH3:33])[CH:26]=2)=[CH:23][CH:22]=1. The yield is 0.210. The reactants are C(OC([N:7]1[CH2:12][CH:11]=[C:10]([C:13]2[C:14]([C:25]3[CH:30]=[CH:29][N:28]=[C:27]([NH:31][C@H:32]([C:34]4[CH:39]=[CH:38][CH:37]=[CH:36][CH:35]=4)[CH3:33])[CH:26]=3)=[C:15]([C:18]3[CH:23]=[CH:22][C:21]([F:24])=[CH:20][CH:19]=3)[NH:16][CH:17]=2)[CH2:9][CH2:8]1)=O)C=C.O1CCOCC1.N1CCCC1. The catalyst is C1C=CC([P]([Pd]([P](C2C=CC=CC=2)(C2C=CC=CC=2)C2C=CC=CC=2)([P](C2C=CC=CC=2)(C2C=CC=CC=2)C2C=CC=CC=2)[P](C2C=CC=CC=2)(C2C=CC=CC=2)C2C=CC=CC=2)(C2C=CC=CC=2)C2C=CC=CC=2)=CC=1.O. (6) The reactants are C1([Li])C=CC=CC=1.[Cl-].[C:9]1([CH2:14][P+](C2C=CC=CC=2)(C2C=CC=CC=2)C2C=CC=CC=2)[S:13][CH:12]=[CH:11][CH:10]=1.[CH2:34]([N:38]([CH2:65][CH2:66][CH2:67][CH3:68])[C:39]1[CH:46]=[CH:45][C:42]([CH:43]=O)=[C:41]([O:47][Si:48]([C:61]([CH3:64])([CH3:63])[CH3:62])([C:55]2[CH:60]=[CH:59][CH:58]=[CH:57][CH:56]=2)[C:49]2[CH:54]=[CH:53][CH:52]=[CH:51][CH:50]=2)[CH:40]=1)[CH2:35][CH2:36][CH3:37].O. The catalyst is O1CCCC1.C(OCC)(=O)C. The product is [CH2:34]([N:38]([CH2:65][CH2:66][CH2:67][CH3:68])[C:39]1[CH:46]=[CH:45][C:42]([CH:43]=[CH:14][C:9]2[S:13][CH:12]=[CH:11][CH:10]=2)=[C:41]([O:47][Si:48]([C:61]([CH3:62])([CH3:64])[CH3:63])([C:55]2[CH:56]=[CH:57][CH:58]=[CH:59][CH:60]=2)[C:49]2[CH:54]=[CH:53][CH:52]=[CH:51][CH:50]=2)[CH:40]=1)[CH2:35][CH2:36][CH3:37]. The yield is 0.629.